Dataset: Full USPTO retrosynthesis dataset with 1.9M reactions from patents (1976-2016). Task: Predict the reactants needed to synthesize the given product. (1) The reactants are: C1CCN2C(=NCCC2)CC1.[CH3:12][O:13][C:14](=[O:33])[CH:15]([NH:22]C(OCC1C=CC=CC=1)=O)P(OC)(OC)=O.[Cl:34][C:35]1[CH:36]=[C:37]([CH:43]=O)[C:38](=[CH:41][CH:42]=1)[CH:39]=O.C(OC(C(F)(F)F)=O)(C(F)(F)F)=O. Given the product [Cl:34][C:35]1[CH:36]=[C:37]2[C:38](=[CH:41][CH:42]=1)[CH:39]=[N:22][C:15]([C:14]([O:13][CH3:12])=[O:33])=[CH:43]2, predict the reactants needed to synthesize it. (2) The reactants are: [C:1]([C:9]1[C:10](=[O:20])[N:11]([CH3:19])[C:12](=[O:18])[N:13]([CH3:17])[C:14]=1[CH2:15]Br)(=O)[C:2]1[CH:7]=[CH:6][CH:5]=[CH:4][CH:3]=1.[NH2:21][CH2:22][CH2:23][NH:24][C:25](=[O:31])[O:26][C:27]([CH3:30])([CH3:29])[CH3:28]. Given the product [C:27]([O:26][C:25](=[O:31])[NH:24][CH2:23][CH2:22][N:21]1[C:1]([C:2]2[CH:7]=[CH:6][CH:5]=[CH:4][CH:3]=2)=[C:9]2[C:14]([N:13]([CH3:17])[C:12](=[O:18])[N:11]([CH3:19])[C:10]2=[O:20])=[CH:15]1)([CH3:30])([CH3:28])[CH3:29], predict the reactants needed to synthesize it. (3) The reactants are: CO[C:3](=[O:18])[CH2:4][NH:5][C:6]([NH:8][C:9]1[CH:14]=[CH:13][CH:12]=[C:11]([N+:15]([O-])=O)[CH:10]=1)=[O:7]. Given the product [NH2:15][C:11]1[CH:10]=[C:9]([N:8]2[C:3](=[O:18])[CH2:4][NH:5][C:6]2=[O:7])[CH:14]=[CH:13][CH:12]=1, predict the reactants needed to synthesize it. (4) Given the product [Br:1][C:2]1[CH:3]=[CH:4][C:5]2[O:14][CH2:13][CH2:12][N:11]3[C:7](=[N:8][C:9]([C:22]4[CH:27]=[CH:26][CH:25]=[CH:24][N:23]=4)=[CH:10]3)[C:6]=2[CH:16]=1, predict the reactants needed to synthesize it. The reactants are: [Br:1][C:2]1[CH:3]=[CH:4][C:5]2[O:14][CH2:13][CH2:12][N:11]3[C:7](=[N:8][C:9](I)=[CH:10]3)[C:6]=2[CH:16]=1.C([Sn](CCCC)(CCCC)[C:22]1[CH:27]=[CH:26][CH:25]=[CH:24][N:23]=1)CCC. (5) Given the product [O:43]=[C:10]1[C:9]2[C:8]([C:36]#[N:37])=[C:7]([N:1]3[CH2:6][CH2:5][CH2:4][CH2:3][CH2:2]3)[CH:19]=[C:18]([C:20]3[C:33]4[C:34]5=[C:35]6[C:30](=[CH:31][CH:32]=4)[CH:29]=[CH:28][CH:27]=[C:26]6[CH:25]=[CH:24][C:23]5=[CH:22][CH:21]=3)[C:17]=2[C:16]2[C:11]1=[CH:12][CH:13]=[CH:14][CH:15]=2, predict the reactants needed to synthesize it. The reactants are: [N:1]1([C:7]2[CH:19]=[C:18]([C:20]3[C:33]4[C:34]5=[C:35]6[C:30](=[CH:31][CH:32]=4)[CH:29]=[CH:28][CH:27]=[C:26]6[CH:25]=[CH:24][C:23]5=[CH:22][CH:21]=3)[C:17]3[C:16]4[C:11](=[CH:12][CH:13]=[CH:14][CH:15]=4)[CH2:10][C:9]=3[C:8]=2[C:36]#[N:37])[CH2:6][CH2:5][CH2:4][CH2:3][CH2:2]1.[H-].[Na+].C1C[O:43]CC1. (6) Given the product [CH3:17][NH:18][C:19]([C:21]1[C:22]2[CH:30]=[CH:29][C:28]([O:31][C:2]3[CH:7]=[CH:6][N:5]=[C:4]4[CH:8]=[C:9]([CH2:11][N:12]5[CH2:16][CH2:15][CH2:14][CH2:13]5)[S:10][C:3]=34)=[CH:27][C:23]=2[S:24][C:25]=1[CH3:26])=[O:20], predict the reactants needed to synthesize it. The reactants are: Cl[C:2]1[CH:7]=[CH:6][N:5]=[C:4]2[CH:8]=[C:9]([CH2:11][N:12]3[CH2:16][CH2:15][CH2:14][CH2:13]3)[S:10][C:3]=12.[CH3:17][NH:18][C:19]([C:21]1[C:22]2[CH:30]=[CH:29][C:28]([OH:31])=[CH:27][C:23]=2[S:24][C:25]=1[CH3:26])=[O:20].C(=O)([O-])[O-].[Cs+].[Cs+]. (7) Given the product [N:8]1([C:5]2[N:6]=[CH:7][C:2](/[CH:37]=[CH:36]/[CH:35]=[O:38])=[CH:3][CH:4]=2)[CH:12]=[CH:11][CH:10]=[N:9]1, predict the reactants needed to synthesize it. The reactants are: Br[C:2]1[CH:3]=[CH:4][C:5]([N:8]2[CH:12]=[CH:11][CH:10]=[N:9]2)=[N:6][CH:7]=1.C1(C)C=CC=CC=1P(C1C=CC=CC=1C)C1C=CC=CC=1C.[C:35](OC)(=[O:38])[CH:36]=[CH2:37]. (8) Given the product [Cl:13][C:14]1[CH:19]=[CH:18][CH:17]=[C:16]([Cl:20])[C:15]=1[C:21]1[NH:22][C:23]2[CH:29]=[C:28]([C:30]3[O:31][C:9]([NH:1][C:2]4[CH:7]=[CH:6][C:5]([F:8])=[CH:4][N:3]=4)=[N:33][N:32]=3)[CH:27]=[CH:26][C:24]=2[N:25]=1, predict the reactants needed to synthesize it. The reactants are: [NH2:1][C:2]1[CH:7]=[CH:6][C:5]([F:8])=[CH:4][N:3]=1.[C:9](Cl)(Cl)=S.[Cl:13][C:14]1[CH:19]=[CH:18][CH:17]=[C:16]([Cl:20])[C:15]=1[C:21]1[NH:22][C:23]2[CH:29]=[C:28]([C:30]([NH:32][NH2:33])=[O:31])[CH:27]=[CH:26][C:24]=2[N:25]=1.CCN=C=NCCCN(C)C. (9) Given the product [Si:30]([O:29][CH2:28][CH2:27][N:23]1[CH:24]=[C:20]([B:15]2[O:16][C:17]([CH3:18])([CH3:19])[C:13]([CH3:25])([CH3:12])[O:14]2)[CH:21]=[N:22]1)([C:33]([CH3:36])([CH3:35])[CH3:34])([CH3:32])[CH3:31], predict the reactants needed to synthesize it. The reactants are: CC(C)([O-])C.[K+].C1COCC1.[CH3:12][C:13]1([CH3:25])[C:17]([CH3:19])([CH3:18])[O:16][B:15]([C:20]2[CH:21]=[N:22][NH:23][CH:24]=2)[O:14]1.Br[CH2:27][CH2:28][O:29][Si:30]([C:33]([CH3:36])([CH3:35])[CH3:34])([CH3:32])[CH3:31]. (10) The reactants are: [Br:1][C:2]1[C:3]([CH3:16])=[C:4](/[CH:8]=[N:9]/[S@@:10]([C:12]([CH3:15])([CH3:14])[CH3:13])=[O:11])[CH:5]=[N:6][CH:7]=1.CC([S@](N)=O)(C)C.BrC1C(C)=C(C=O)C=NC=1.[BH4-].[Na+]. Given the product [Br:1][C:2]1[C:3]([CH3:16])=[C:4]([CH2:8][NH:9][S@@:10]([C:12]([CH3:14])([CH3:13])[CH3:15])=[O:11])[CH:5]=[N:6][CH:7]=1, predict the reactants needed to synthesize it.